From a dataset of Full USPTO retrosynthesis dataset with 1.9M reactions from patents (1976-2016). Predict the reactants needed to synthesize the given product. (1) Given the product [CH3:1][C:2]1([CH3:27])[CH2:11][CH2:10][C:9]2[C:4](=[CH:5][CH:6]=[C:7]([C:12](=[O:26])[CH:13]([O:29][S:28]([C:31]3[CH:37]=[CH:36][C:34]([CH3:35])=[CH:33][CH:32]=3)(=[O:39])=[O:30])[C:14]3[CH:19]=[C:18]([O:20][CH3:21])[C:17]([O:22][CH3:23])=[C:16]([O:24][CH3:25])[CH:15]=3)[CH:8]=2)[O:3]1, predict the reactants needed to synthesize it. The reactants are: [CH3:1][C:2]1([CH3:27])[CH2:11][CH2:10][C:9]2[C:4](=[CH:5][CH:6]=[C:7]([C:12](=[O:26])[CH2:13][C:14]3[CH:19]=[C:18]([O:20][CH3:21])[C:17]([O:22][CH3:23])=[C:16]([O:24][CH3:25])[CH:15]=3)[CH:8]=2)[O:3]1.[S:28](Cl)([C:31]1[CH:37]=[CH:36][C:34]([CH3:35])=[CH:33][CH:32]=1)(=[O:30])=[O:29].[OH2:39]. (2) Given the product [CH:1]1([CH2:7][NH:8][C:9](=[O:19])[C:10]2[CH:11]=[C:12]([F:18])[C:13]([O:23][CH2:20][C:21]#[CH:22])=[C:14]([F:16])[CH:15]=2)[CH2:2][CH2:3][CH2:4][CH2:5][CH2:6]1, predict the reactants needed to synthesize it. The reactants are: [CH:1]1([CH2:7][NH:8][C:9](=[O:19])[C:10]2[CH:15]=[C:14]([F:16])[C:13](F)=[C:12]([F:18])[CH:11]=2)[CH2:6][CH2:5][CH2:4][CH2:3][CH2:2]1.[CH2:20]([OH:23])[C:21]#[CH:22].[H-].[Na+].